Predict the reactants needed to synthesize the given product. From a dataset of Full USPTO retrosynthesis dataset with 1.9M reactions from patents (1976-2016). (1) Given the product [C:1]([NH:9][CH:10]1[CH2:11][CH2:12][N:13]([NH:16][C:17]([C:19]2[CH:39]=[CH:38][C:22]3[N:23]([CH3:37])[C:24]([CH2:26][CH2:27][C:28]4[CH:29]=[CH:30][C:31]([C:34](=[NH:35])[NH:36][C:47](=[O:54])[C:48]5[CH:53]=[CH:52][CH:51]=[CH:50][CH:49]=5)=[CH:32][CH:33]=4)=[N:25][C:21]=3[CH:20]=2)=[O:18])[CH2:14][CH2:15]1)(=[O:8])[C:2]1[CH:3]=[CH:4][CH:5]=[CH:6][CH:7]=1, predict the reactants needed to synthesize it. The reactants are: [C:1]([NH:9][CH:10]1[CH2:15][CH2:14][N:13]([NH:16][C:17]([C:19]2[CH:39]=[CH:38][C:22]3[N:23]([CH3:37])[C:24]([CH2:26][CH2:27][C:28]4[CH:33]=[CH:32][C:31]([C:34](=[NH:36])[NH2:35])=[CH:30][CH:29]=4)=[N:25][C:21]=3[CH:20]=2)=[O:18])[CH2:12][CH2:11]1)(=[O:8])[C:2]1[CH:7]=[CH:6][CH:5]=[CH:4][CH:3]=1.C(N(CC)CC)C.[C:47](Cl)(=[O:54])[C:48]1[CH:53]=[CH:52][CH:51]=[CH:50][CH:49]=1.O. (2) Given the product [Cl:1]/[C:2](/[C:12]([F:15])([F:14])[F:13])=[CH:3]\[CH:4]1[CH:6]([C:7]([NH:16][CH:17]([C:18]#[N:19])[C:20]2[CH:25]=[CH:24][CH:23]=[C:22]([O:26][C:27]3[CH:28]=[CH:29][CH:30]=[CH:31][CH:32]=3)[CH:21]=2)=[O:8])[C:5]1([CH3:11])[CH3:10], predict the reactants needed to synthesize it. The reactants are: [Cl:1]/[C:2](/[C:12]([F:15])([F:14])[F:13])=[CH:3]\[CH:4]1[CH:6]([C:7](Cl)=[O:8])[C:5]1([CH3:11])[CH3:10].[NH2:16][CH:17]([C:20]1[CH:25]=[CH:24][CH:23]=[C:22]([O:26][C:27]2[CH:32]=[CH:31][CH:30]=[CH:29][CH:28]=2)[CH:21]=1)[C:18]#[N:19].N1C=CC=CC=1. (3) Given the product [CH3:3][N:4]([CH3:20])[C:5](=[O:19])[S:6][C:7]1[CH:16]=[C:15]2[C:10]([CH:11]=[CH:12][C:13]([CH2:17][OH:18])=[N:14]2)=[CH:9][CH:8]=1, predict the reactants needed to synthesize it. The reactants are: [BH4-].[Na+].[CH3:3][N:4]([CH3:20])[C:5](=[O:19])[S:6][C:7]1[CH:16]=[C:15]2[C:10]([CH:11]=[CH:12][C:13]([CH:17]=[O:18])=[N:14]2)=[CH:9][CH:8]=1.